From a dataset of Peptide-MHC class I binding affinity with 185,985 pairs from IEDB/IMGT. Regression. Given a peptide amino acid sequence and an MHC pseudo amino acid sequence, predict their binding affinity value. This is MHC class I binding data. The peptide sequence is ASPLYIPVI. The MHC is Mamu-B01 with pseudo-sequence Mamu-B01. The binding affinity (normalized) is 0.151.